Task: Predict the product of the given reaction.. Dataset: Forward reaction prediction with 1.9M reactions from USPTO patents (1976-2016) Given the reactants [CH3:1][C:2]1[C:3]([CH3:18])=[C:4]2[O:13][C:12]([C:15]([OH:17])=[O:16])([CH3:14])[CH2:11][CH2:10][C:5]2=[C:6]([CH3:9])[C:7]=1[OH:8].C(N)CN.C(O)(C(F)(F)F)=O.[ClH:30], predict the reaction product. The product is: [CH3:1][C:2]1[C:3]([CH3:18])=[C:4]2[O:13][C:12]([C:15]([OH:17])=[O:16])([CH3:14])[CH2:11][CH2:10][C:5]2=[C:6]([CH3:9])[C:7]=1[OH:8].[ClH:30].